Dataset: NCI-60 drug combinations with 297,098 pairs across 59 cell lines. Task: Regression. Given two drug SMILES strings and cell line genomic features, predict the synergy score measuring deviation from expected non-interaction effect. (1) Drug 1: CS(=O)(=O)C1=CC(=C(C=C1)C(=O)NC2=CC(=C(C=C2)Cl)C3=CC=CC=N3)Cl. Drug 2: CNC(=O)C1=NC=CC(=C1)OC2=CC=C(C=C2)NC(=O)NC3=CC(=C(C=C3)Cl)C(F)(F)F. Cell line: MOLT-4. Synergy scores: CSS=42.3, Synergy_ZIP=-8.59, Synergy_Bliss=-4.91, Synergy_Loewe=-5.74, Synergy_HSA=-5.53. (2) Drug 1: CC(C)(C#N)C1=CC(=CC(=C1)CN2C=NC=N2)C(C)(C)C#N. Drug 2: CC(C)CN1C=NC2=C1C3=CC=CC=C3N=C2N. Cell line: BT-549. Synergy scores: CSS=-3.61, Synergy_ZIP=1.59, Synergy_Bliss=0.858, Synergy_Loewe=-0.689, Synergy_HSA=-1.88. (3) Drug 1: CC1CCC2CC(C(=CC=CC=CC(CC(C(=O)C(C(C(=CC(C(=O)CC(OC(=O)C3CCCCN3C(=O)C(=O)C1(O2)O)C(C)CC4CCC(C(C4)OC)O)C)C)O)OC)C)C)C)OC. Drug 2: C1=CC=C(C(=C1)C(C2=CC=C(C=C2)Cl)C(Cl)Cl)Cl. Cell line: K-562. Synergy scores: CSS=5.75, Synergy_ZIP=7.33, Synergy_Bliss=10.0, Synergy_Loewe=8.97, Synergy_HSA=5.63. (4) Drug 1: CC1=CC=C(C=C1)C2=CC(=NN2C3=CC=C(C=C3)S(=O)(=O)N)C(F)(F)F. Drug 2: C1C(C(OC1N2C=NC3=C2NC=NCC3O)CO)O. Cell line: SNB-19. Synergy scores: CSS=-1.11, Synergy_ZIP=3.28, Synergy_Bliss=4.36, Synergy_Loewe=-0.470, Synergy_HSA=0.0878.